Dataset: Reaction yield outcomes from USPTO patents with 853,638 reactions. Task: Predict the reaction yield, written as a fraction of the theoretical maximum amount of product (1.0 means a 100% yield; for example, 0.34 means a 34% yield). (1) The reactants are [C:1]([C:4]1[CH:13]=[CH:12][C:7]([C:8]([O:10][CH3:11])=[O:9])=[CH:6][C:5]=1[OH:14])(=O)[CH3:2].CCO.Cl.[NH2:19][OH:20]. The catalyst is [OH-].[Na+]. The product is [OH:14][C:5]1[CH:6]=[C:7]([CH:12]=[CH:13][C:4]=1[C:1](=[N:19][OH:20])[CH3:2])[C:8]([O:10][CH3:11])=[O:9]. The yield is 0.780. (2) The reactants are [CH:1]1([CH:7]([NH:19][C:20]2[CH:25]=[CH:24][C:23]([C:26]([N:28]([CH3:36])[CH2:29][CH2:30][C:31]([O:33][CH2:34][CH3:35])=[O:32])=[O:27])=[CH:22][CH:21]=2)[C:8]2[O:9][C:10]3[CH:17]=[CH:16][C:15]([OH:18])=[CH:14][C:11]=3[C:12]=2[CH3:13])[CH2:6][CH2:5][CH2:4][CH2:3][CH2:2]1.[N:37]1[CH:42]=[CH:41][C:40]([CH2:43]O)=[CH:39][CH:38]=1.C(P(CCCC)CCCC)CCC.N(C(N1CCCCC1)=O)=NC(N1CCCCC1)=O. The product is [CH:1]1([CH:7]([NH:19][C:20]2[CH:21]=[CH:22][C:23]([C:26]([N:28]([CH3:36])[CH2:29][CH2:30][C:31]([O:33][CH2:34][CH3:35])=[O:32])=[O:27])=[CH:24][CH:25]=2)[C:8]2[O:9][C:10]3[CH:17]=[CH:16][C:15]([O:18][CH2:43][C:40]4[CH:41]=[CH:42][N:37]=[CH:38][CH:39]=4)=[CH:14][C:11]=3[C:12]=2[CH3:13])[CH2:6][CH2:5][CH2:4][CH2:3][CH2:2]1. The catalyst is O1CCCC1. The yield is 0.640. (3) The reactants are [NH2:1]/[CH:2]=[C:3](\[N:7]([CH:13]([CH3:15])[CH3:14])[C:8]([CH:10]1[CH2:12][CH2:11]1)=O)/[C:4](=[O:6])[CH3:5].[OH-].[Na+]. The catalyst is CCO. The product is [CH:10]1([C:8]2[N:7]([CH:13]([CH3:15])[CH3:14])[C:3]([C:4](=[O:6])[CH3:5])=[CH:2][N:1]=2)[CH2:12][CH2:11]1. The yield is 0.530. (4) The reactants are C[O:2][C:3]([C:5]1[S:6][C:7]2[CH:8]([NH:25][CH:26]3[CH2:29][CH2:28][CH2:27]3)[CH2:9][O:10][C:11]3[CH:18]=[CH:17][C:16]([C:19]#[C:20][C:21]([OH:24])([CH3:23])[CH3:22])=[CH:15][C:12]=3[C:13]=2[N:14]=1)=O.CO.[NH3:32]. No catalyst specified. The product is [CH:26]1([NH:25][CH:8]2[C:7]3[S:6][C:5]([C:3]([NH2:32])=[O:2])=[N:14][C:13]=3[C:12]3[CH:15]=[C:16]([C:19]#[C:20][C:21]([OH:24])([CH3:23])[CH3:22])[CH:17]=[CH:18][C:11]=3[O:10][CH2:9]2)[CH2:29][CH2:28][CH2:27]1. The yield is 0.540. (5) The reactants are [CH3:1][CH:2]1[CH:6]([CH3:7])[O:5][C:4]2([CH2:12][C:11]([CH3:14])([CH3:13])[C:10](/[CH:16]=[CH:17]/[Sn](CCCC)(CCCC)CCCC)([OH:15])[C:9]([CH3:31])=[CH:8]2)[O:3]1.[I:32]I.O. The catalyst is ClCCl. The product is [I:32]/[CH:17]=[CH:16]/[C:10]1([OH:15])[C:11]([CH3:14])([CH3:13])[CH2:12][C:4]2([O:3][CH:2]([CH3:1])[CH:6]([CH3:7])[O:5]2)[CH:8]=[C:9]1[CH3:31]. The yield is 0.850.